From a dataset of Full USPTO retrosynthesis dataset with 1.9M reactions from patents (1976-2016). Predict the reactants needed to synthesize the given product. (1) Given the product [N:24]1[CH:25]=[CH:26][CH:27]=[CH:28][C:23]=1[CH2:22][CH2:21][CH2:20][CH2:19][C:18]1[O:16][C:14]2[C:15]3[CH:7]([CH2:6][CH2:5][NH:4][C:1](=[O:3])[CH3:2])[CH2:8][CH2:9][C:10]=3[CH:11]=[CH:12][C:13]=2[N:17]=1, predict the reactants needed to synthesize it. The reactants are: [C:1]([NH:4][CH2:5][CH2:6][CH:7]1[C:15]2[C:10](=[CH:11][CH:12]=[C:13]([NH:17][C:18](=O)[CH2:19][CH2:20][CH2:21][CH2:22][C:23]3[CH:28]=[CH:27][CH:26]=[CH:25][N:24]=3)[C:14]=2[OH:16])[CH2:9][CH2:8]1)(=[O:3])[CH3:2].C1(C)C=CC(S([O-])(=O)=O)=CC=1.[NH+]1C=CC=CC=1. (2) Given the product [ClH:26].[F:1][C:2]1[CH:7]=[CH:6][CH:5]=[CH:4][C:3]=1[C:8]1[N:12]=[C:11]([N:13]2[CH2:14][CH2:15][NH:16][CH2:17][CH2:18]2)[S:10][N:9]=1, predict the reactants needed to synthesize it. The reactants are: [F:1][C:2]1[CH:7]=[CH:6][CH:5]=[CH:4][C:3]=1[C:8]1[N:12]=[C:11]([N:13]2[CH2:18][CH2:17][N:16](C(OC(C)(C)C)=O)[CH2:15][CH2:14]2)[S:10][N:9]=1.[ClH:26].C(OCC)(=O)C. (3) Given the product [CH2:1]([NH:8][C:9]1[CH:10]=[C:11]([C:18]2[CH:23]=[CH:22][CH:21]=[CH:20][C:19]=2[C:24]2[NH:28][N:27]=[N:26][N:25]=2)[CH:12]=[CH:13][C:14]=1[N+:15]([O-:17])=[O:16])[C:2]1[CH:7]=[CH:6][CH:5]=[CH:4][CH:3]=1, predict the reactants needed to synthesize it. The reactants are: [CH2:1]([NH:8][C:9]1[CH:10]=[C:11]([C:18]2[C:19]([C:24]#[N:25])=[CH:20][CH:21]=[CH:22][CH:23]=2)[CH:12]=[CH:13][C:14]=1[N+:15]([O-:17])=[O:16])[C:2]1[CH:7]=[CH:6][CH:5]=[CH:4][CH:3]=1.[N-:26]=[N+:27]=[N-:28].[Na+]. (4) Given the product [CH:1]1([C@H:7]2[N:12]3[CH:13]=[C:14]([C:19]([Cl:25])=[O:21])[C:15]4[CH:16]=[CH:17][CH:18]=[C:10]([C:11]=43)[O:9][CH2:8]2)[CH2:6][CH2:5][CH2:4][CH2:3][CH2:2]1, predict the reactants needed to synthesize it. The reactants are: [CH:1]1([C@H:7]2[N:12]3[CH:13]=[C:14]([C:19]([OH:21])=O)[C:15]4[CH:16]=[CH:17][CH:18]=[C:10]([C:11]=43)[O:9][CH2:8]2)[CH2:6][CH2:5][CH2:4][CH2:3][CH2:2]1.C(Cl)(=O)C([Cl:25])=O. (5) Given the product [S:62]1[C:66]2[CH:67]=[CH:68][CH:69]=[CH:70][C:65]=2[N:64]=[C:63]1[NH:71][C:18]([C:11]1[CH:12]=[CH:13][CH:14]=[C:15]2[C:10]=1[CH:9]([CH3:21])[N:8]([C:6]([O:5][C:1]([CH3:3])([CH3:4])[CH3:2])=[O:7])[CH2:17][CH2:16]2)=[O:20], predict the reactants needed to synthesize it. The reactants are: [C:1]([O:5][C:6]([N:8]1[CH2:17][CH2:16][C:15]2[C:10](=[C:11]([C:18]([OH:20])=O)[CH:12]=[CH:13][CH:14]=2)[CH:9]1[CH3:21])=[O:7])([CH3:4])([CH3:3])[CH3:2].C1CN([P+](ON2N=NC3C=CC=CC2=3)(N2CCCC2)N2CCCC2)CC1.F[P-](F)(F)(F)(F)F.C(N(CC)CC)C.[S:62]1[C:66]2[CH:67]=[CH:68][CH:69]=[CH:70][C:65]=2[N:64]=[C:63]1[NH2:71].